From a dataset of Reaction yield outcomes from USPTO patents with 853,638 reactions. Predict the reaction yield, written as a fraction of the theoretical maximum amount of product (1.0 means a 100% yield; for example, 0.34 means a 34% yield). (1) The reactants are C([O:8][C:9]1[C:10]([C@:19]2([CH2:42][O:43]CC3C=CC=CC=3)[C:27]3[C:22](=[CH:23][CH:24]=[CH:25][CH:26]=3)[N:21]([CH:28]([C:35]3[CH:40]=[CH:39][CH:38]=[CH:37][CH:36]=3)[C:29]3[CH:34]=[CH:33][CH:32]=[CH:31][CH:30]=3)[C:20]2=[O:41])=[CH:11][C:12]2[O:17][CH2:16][CH2:15][O:14][C:13]=2[CH:18]=1)C1C=CC=CC=1. The catalyst is [Pd].O1CCCC1. The product is [C:35]1([CH:28]([C:29]2[CH:34]=[CH:33][CH:32]=[CH:31][CH:30]=2)[N:21]2[C:22]3[C:27](=[CH:26][CH:25]=[CH:24][CH:23]=3)[C@:19]([C:10]3[C:9]([OH:8])=[CH:18][C:13]4[O:14][CH2:15][CH2:16][O:17][C:12]=4[CH:11]=3)([CH2:42][OH:43])[C:20]2=[O:41])[CH:36]=[CH:37][CH:38]=[CH:39][CH:40]=1. The yield is 0.950. (2) The reactants are [Cl:1][C:2]1[C:6]([N:7]([CH2:19][CH3:20])[C:8](=[O:18])[CH2:9][CH2:10][S:11][CH2:12][CH2:13][C:14]([F:17])([F:16])[F:15])=[CH:5][N:4]([C:21]2[CH:22]=[N:23][CH:24]=[CH:25][CH:26]=2)[N:3]=1.[OH:27]O. The catalyst is FC(F)(F)C(O)C(F)(F)F. The product is [Cl:1][C:2]1[C:6]([N:7]([CH2:19][CH3:20])[C:8](=[O:18])[CH2:9][CH2:10][S:11]([CH2:12][CH2:13][C:14]([F:16])([F:15])[F:17])=[O:27])=[CH:5][N:4]([C:21]2[CH:22]=[N:23][CH:24]=[CH:25][CH:26]=2)[N:3]=1. The yield is 0.950. (3) The reactants are CN(C=O)C.[CH3:6][O:7][C:8]1[CH:13]=[CH:12][CH:11]=[CH:10][C:9]=1[C:14]1([CH3:21])[NH:18][C:17](=[O:19])[NH:16][C:15]1=[O:20].C([O-])([O-])=O.[K+].[K+].Br[CH2:29][C:30]1[CH:35]=[CH:34][C:33]([O:36][CH3:37])=[CH:32][CH:31]=1. The catalyst is O. The product is [CH3:37][O:36][C:33]1[CH:34]=[CH:35][C:30]([CH2:29][N:16]2[C:15](=[O:20])[C:14]([C:9]3[CH:10]=[CH:11][CH:12]=[CH:13][C:8]=3[O:7][CH3:6])([CH3:21])[NH:18][C:17]2=[O:19])=[CH:31][CH:32]=1. The yield is 0.800. (4) The reactants are C([O:3][C:4]([CH:6]1[CH2:11][CH2:10][N:9]([CH2:12][C:13]2[CH:18]=[CH:17][CH:16]=[CH:15][CH:14]=2)[CH2:8][CH:7]1[C:19]1[S:20][CH:21]=[CH:22][CH:23]=1)=[O:5])C. The catalyst is Cl. The product is [CH2:12]([N:9]1[CH2:10][CH2:11][CH:6]([C:4]([OH:5])=[O:3])[CH:7]([C:19]2[S:20][CH:21]=[CH:22][CH:23]=2)[CH2:8]1)[C:13]1[CH:14]=[CH:15][CH:16]=[CH:17][CH:18]=1. The yield is 0.980. (5) The reactants are [NH2:1][CH2:2][C@@H:3]([CH2:9][CH:10]([CH3:12])[CH3:11])[CH2:4][C:5]([O:7]C)=[O:6].[OH-].[Na+:14]. The catalyst is Cl. The product is [Na+:14].[NH2:1][CH2:2][C@@H:3]([CH2:9][CH:10]([CH3:12])[CH3:11])[CH2:4][C:5]([O-:7])=[O:6]. The yield is 0.880. (6) The reactants are [F:1][C:2]([F:22])([S:19]([O-:21])=[O:20])[C:3]([F:18])([F:17])[CH2:4][CH2:5][CH2:6][CH2:7][O:8][C:9]([CH:11]1[CH2:16][CH2:15][CH2:14][CH2:13][CH2:12]1)=[O:10].[Na+:23].[OH2:24].OO. The catalyst is O.O.[O-][W]([O-])(=O)=O.[Na+].[Na+].O. The product is [F:22][C:2]([F:1])([S:19]([O-:24])(=[O:21])=[O:20])[C:3]([F:18])([F:17])[CH2:4][CH2:5][CH2:6][CH2:7][O:8][C:9]([CH:11]1[CH2:12][CH2:13][CH2:14][CH2:15][CH2:16]1)=[O:10].[Na+:23]. The yield is 0.900. (7) The reactants are [Br:1][C:2]1[CH:3]=[N:4][NH:5][C:6]=1[C:7]1[CH:12]=[CH:11][C:10]([F:13])=[CH:9][CH:8]=1.C([O-])([O-])=O.[Cs+].[Cs+].Br[CH2:21][CH2:22][C:23]#[N:24].O. The catalyst is CN(C=O)C. The product is [Br:1][C:2]1[C:6]([C:7]2[CH:8]=[CH:9][C:10]([F:13])=[CH:11][CH:12]=2)=[N:5][N:4]([CH2:21][CH2:22][C:23]#[N:24])[CH:3]=1. The yield is 0.850. (8) The reactants are [Cl:1][C:2]1[CH:27]=[CH:26][C:25]([Cl:28])=[CH:24][C:3]=1[O:4][C:5]1[C:10]([C:11]([N:13]2[C:22]3[C:17](=[CH:18][CH:19]=[CH:20][CH:21]=3)[NH:16][CH2:15][CH2:14]2)=[O:12])=[CH:9][C:8]([F:23])=[CH:7][N:6]=1.[C:29]1(=O)[CH2:32][CH2:31][CH2:30]1.C(O)(=O)C.C([BH3-])#N.[Na+]. The catalyst is CO. The yield is 0.0600. The product is [CH:29]1([N:16]2[C:17]3[C:22](=[CH:21][CH:20]=[CH:19][CH:18]=3)[N:13]([C:11]([C:10]3[C:5]([O:4][C:3]4[CH:24]=[C:25]([Cl:28])[CH:26]=[CH:27][C:2]=4[Cl:1])=[N:6][CH:7]=[C:8]([F:23])[CH:9]=3)=[O:12])[CH2:14][CH2:15]2)[CH2:32][CH2:31][CH2:30]1. (9) The yield is 0.920. The product is [C:25]([O:24][C:22]([N:19]1[CH2:20][CH2:21][CH:16]([O:15][C:2]2[CH:3]=[CH:4][C:5]([C:8]3[CH:9]=[CH:10][C:11](=[O:14])[NH:12][N:13]=3)=[CH:6][N:7]=2)[CH2:17][CH2:18]1)=[O:23])([CH3:28])([CH3:26])[CH3:27]. The catalyst is CS(C)=O.ClCCl. The reactants are Cl[C:2]1[N:7]=[CH:6][C:5]([C:8]2[CH2:9][CH2:10][C:11](=[O:14])[NH:12][N:13]=2)=[CH:4][CH:3]=1.[OH:15][CH:16]1[CH2:21][CH2:20][N:19]([C:22]([O:24][C:25]([CH3:28])([CH3:27])[CH3:26])=[O:23])[CH2:18][CH2:17]1.